From a dataset of Reaction yield outcomes from USPTO patents with 853,638 reactions. Predict the reaction yield, written as a fraction of the theoretical maximum amount of product (1.0 means a 100% yield; for example, 0.34 means a 34% yield). (1) The reactants are C([N+](CCCC)(CCCC)CCCC)CCC.[P:18]([O:22][CH2:23][C@@H:24]1[C@@H:28]([O:29][P:30]([O:33][CH2:34][C@@H:35]2[C@@H:39]([OH:40])[C@@H:38]([OH:41])[C@H:37]([N:42]3[CH:50]=[N:49][C:48]4[C:43]3=[N:44][CH:45]=[N:46][C:47]=4[NH2:51])[O:36]2)([OH:32])=[O:31])[CH2:27][C@H:26]([N:52]2[CH:57]=[CH:56][C:55]([NH2:58])=[N:54][C:53]2=[O:59])[O:25]1)([OH:21])([OH:20])=[O:19].[CH2:60]([O:67][C:68]([NH:70][CH2:71][CH2:72][CH2:73][CH2:74][C@H:75]([NH:82][C:83]([O:85][C:86]([CH3:89])([CH3:88])[CH3:87])=[O:84])[C:76](OCC#N)=[O:77])=[O:69])[C:61]1[CH:66]=[CH:65][CH:64]=[CH:63][CH:62]=1. The catalyst is O.O1CCCC1. The product is [CH2:60]([O:67][C:68]([NH:70][CH2:71][CH2:72][CH2:73][CH2:74][C@@H:75]([NH:82][C:83]([O:85][C:86]([CH3:89])([CH3:88])[CH3:87])=[O:84])[C:76]([O:40][C@H:39]1[C@@H:38]([OH:41])[C@H:37]([N:42]2[CH:50]=[N:49][C:48]3[C:43]2=[N:44][CH:45]=[N:46][C:47]=3[NH2:51])[O:36][C@H:35]1[CH2:34][O:33][P:30]([O:29][C@H:28]1[CH2:27][C@H:26]([N:52]2[CH:57]=[CH:56][C:55]([NH2:58])=[N:54][C:53]2=[O:59])[O:25][C@@H:24]1[CH2:23][O:22][P:18]([OH:21])([OH:20])=[O:19])([OH:32])=[O:31])=[O:77])=[O:69])[C:61]1[CH:62]=[CH:63][CH:64]=[CH:65][CH:66]=1. The yield is 0.180. (2) The reactants are [NH:1]1[CH2:6][CH2:5][CH:4]([N:7]2[C@H:11]([C:12]3[CH:13]=[C:14]([CH3:18])[CH:15]=[CH:16][CH:17]=3)[CH2:10][NH:9][C:8]2=[O:19])[CH2:3][CH2:2]1.[C:20]([O:24][C:25](=[O:44])[CH2:26][O:27][C:28]1[CH:33]=[CH:32][C:31]([O:34][C:35]2[CH:40]=[CH:39][C:38]([CH:41]=O)=[C:37]([CH3:43])[N:36]=2)=[CH:30][CH:29]=1)([CH3:23])([CH3:22])[CH3:21].C(O[BH-](OC(=O)C)OC(=O)C)(=O)C.[Na+]. The catalyst is C(Cl)Cl. The product is [C:20]([O:24][C:25](=[O:44])[CH2:26][O:27][C:28]1[CH:33]=[CH:32][C:31]([O:34][C:35]2[CH:40]=[CH:39][C:38]([CH2:41][N:1]3[CH2:2][CH2:3][CH:4]([N:7]4[C@H:11]([C:12]5[CH:13]=[C:14]([CH3:18])[CH:15]=[CH:16][CH:17]=5)[CH2:10][NH:9][C:8]4=[O:19])[CH2:5][CH2:6]3)=[C:37]([CH3:43])[N:36]=2)=[CH:30][CH:29]=1)([CH3:23])([CH3:22])[CH3:21]. The yield is 0.630. (3) The reactants are [C:1]([C:5]1[CH:6]=[C:7]([C:16]2[O:17][CH:18]=[C:19]([CH2:21][CH2:22][O:23]S(C3C=CC(C)=CC=3)(=O)=O)[N:20]=2)[CH:8]=[C:9]([C:12]([CH3:15])([CH3:14])[CH3:13])[C:10]=1[OH:11])([CH3:4])([CH3:3])[CH3:2].[CH2:34]([O:36][C:37](=[O:49])[C:38]([O:41][C:42]1[CH:47]=[CH:46][C:45](O)=[CH:44][CH:43]=1)([CH3:40])[CH3:39])[CH3:35]. No catalyst specified. The product is [CH2:34]([O:36][C:37](=[O:49])[C:38]([O:41][C:42]1[CH:47]=[CH:46][C:45]([O:23][CH2:22][CH2:21][C:19]2[N:20]=[C:16]([C:7]3[CH:6]=[C:5]([C:1]([CH3:4])([CH3:2])[CH3:3])[C:10]([OH:11])=[C:9]([C:12]([CH3:14])([CH3:15])[CH3:13])[CH:8]=3)[O:17][CH:18]=2)=[CH:44][CH:43]=1)([CH3:40])[CH3:39])[CH3:35]. The yield is 0.700. (4) The reactants are [Cl:1][C:2]1[C:3]2[CH:14]=[CH:13][CH:12]=[CH:11][C:4]=2[S:5][C:6]=1[CH2:7][CH2:8][CH:9]=[O:10].[C:15]([Mg]Br)#[CH:16].[NH4+].[Cl-]. The catalyst is C1COCC1. The product is [Cl:1][C:2]1[C:3]2[CH:14]=[CH:13][CH:12]=[CH:11][C:4]=2[S:5][C:6]=1[CH2:7][CH2:8][CH:9]([OH:10])[C:15]#[CH:16]. The yield is 0.930.